Dataset: Reaction yield outcomes from USPTO patents with 853,638 reactions. Task: Predict the reaction yield, written as a fraction of the theoretical maximum amount of product (1.0 means a 100% yield; for example, 0.34 means a 34% yield). (1) The catalyst is C1C=CC([P]([Pd]([P](C2C=CC=CC=2)(C2C=CC=CC=2)C2C=CC=CC=2)([P](C2C=CC=CC=2)(C2C=CC=CC=2)C2C=CC=CC=2)[P](C2C=CC=CC=2)(C2C=CC=CC=2)C2C=CC=CC=2)(C2C=CC=CC=2)C2C=CC=CC=2)=CC=1.C1(C)C=CC=CC=1. The product is [CH3:27][C:25]1([CH3:28])[C:26]2[C:21]([CH:20]=[C:9]3[C:8]=2[CH:7]=[C:6]2[C:11]([C:12]4[CH:13]=[CH:14][CH:15]=[CH:16][C:17]=4[C:18]4[CH:19]=[C:2]([C:52]5[C:53]6[C:58]([C:45]([C:42]7[CH:41]=[CH:40][C:39]([C:29]8[C:38]9[C:33](=[CH:34][CH:35]=[CH:36][CH:37]=9)[CH:32]=[CH:31][CH:30]=8)=[CH:44][CH:43]=7)=[C:46]7[C:51]=5[CH:50]=[CH:49][CH:48]=[CH:47]7)=[CH:57][CH:56]=[CH:55][CH:54]=6)[CH:3]=[CH:4][C:5]=42)=[CH:10]3)=[CH:22][CH:23]=[CH:24]1. The yield is 0.400. The reactants are Br[C:2]1[CH:3]=[CH:4][C:5]2[C:6]3[C:11]([C:12]4[CH:13]=[CH:14][CH:15]=[CH:16][C:17]=4[C:18]=2[CH:19]=1)=[CH:10][C:9]1=[CH:20][C:21]2[C:26]([C:25]([CH3:28])([CH3:27])[CH:24]=[CH:23][CH:22]=2)=[C:8]1[CH:7]=3.[C:29]1([C:39]2[CH2:44][CH2:43][C:42]([C:45]3[C:58]4[C:53](=[CH:54][CH:55]=[CH:56][CH:57]=4)[C:52](B(O)O)=[C:51]4[C:46]=3[CH:47]=[CH:48][CH:49]=[CH:50]4)=[CH:41][CH:40]=2)[C:38]2[C:33](=[CH:34][CH:35]=[CH:36][CH:37]=2)[CH:32]=[CH:31][CH:30]=1.C([O-])([O-])=O.[Na+].[Na+].CCO. (2) The reactants are [C:1]12([O:8][C:7]3[CH:9]=[CH:10][C:11]([C:13]4([C:16]([O:18]C)=[O:17])[CH2:15][CH2:14]4)=[CH:12][C:6]=3[O:5]1)[CH2:4][CH2:3][CH2:2]2.[Li+].[OH-].Cl. The catalyst is C1COCC1.O. The product is [C:1]12([O:8][C:7]3[CH:9]=[CH:10][C:11]([C:13]4([C:16]([OH:18])=[O:17])[CH2:15][CH2:14]4)=[CH:12][C:6]=3[O:5]1)[CH2:2][CH2:3][CH2:4]2. The yield is 0.590. (3) The reactants are [O:1]=[CH:2][C:3]1[CH:11]=[CH:10][C:8]([OH:9])=[C:5]([O:6][CH3:7])[CH:4]=1.Cl[C:13]1[CH:20]=[CH:19][C:16]([C:17]#[N:18])=[CH:15][N:14]=1.C([O-])([O-])=O.[K+].[K+]. The catalyst is CN(C=O)C. The product is [CH:2]([C:3]1[CH:11]=[CH:10][C:8]([O:9][C:13]2[CH:20]=[CH:19][C:16]([C:17]#[N:18])=[CH:15][N:14]=2)=[C:5]([O:6][CH3:7])[CH:4]=1)=[O:1]. The yield is 0.988. (4) The reactants are F[C:2]1[CH:7]=[C:6]([F:8])[CH:5]=[C:4]([F:9])[C:3]=1[N+:10]([O-:12])=[O:11].[Br:13][C:14]1[NH:15][CH:16]=[C:17]([CH3:19])[N:18]=1.C([O-])([O-])=O.[K+].[K+]. The catalyst is CN(C=O)C.C(OCC)(=O)C. The product is [Br:13][C:14]1[N:15]([C:2]2[CH:7]=[C:6]([F:8])[CH:5]=[C:4]([F:9])[C:3]=2[N+:10]([O-:12])=[O:11])[CH:16]=[C:17]([CH3:19])[N:18]=1. The yield is 0.540. (5) The reactants are N1[N:5]2[C:6](=[O:14])[C:7]3[N:8]([N:11]=[CH:12][CH:13]=3)C(=O)[C:4]2=[CH:3][CH:2]=1.NC1C=C[C:19]([C:22]([F:25])([F:24])[F:23])=[CH:18][N:17]=1.Cl. The yield is 0.350. The product is [F:23][C:22]([F:25])([F:24])[C:19]1[CH:2]=[CH:3][C:4]([NH:5][C:6]([C:7]2[CH:13]=[CH:12][NH:11][N:8]=2)=[O:14])=[N:17][CH:18]=1. The catalyst is CN(C1C=CN=CC=1)C.CN(C=O)C. (6) The catalyst is ClCCl.CO.[Br-].C([N+](CCCC)(CCCC)CCCC)CCC. The product is [NH2:12][C:10]1[S:11][CH:2]=[C:1]([C:4]2[O:5][CH:6]=[CH:7][CH:8]=2)[N:9]=1. The reactants are [C:1]([C:4]1[O:5][CH:6]=[CH:7][CH:8]=1)(=O)[CH3:2].[NH2:9][C:10]([NH2:12])=[S:11]. The yield is 0.200. (7) The reactants are ON1C2N=CC=CC=2N=N1.[O:11]1[CH2:16][CH2:15][CH:14]([CH2:17][NH2:18])[CH2:13][CH2:12]1.N=C=N.[Cl:22][C:23]1[CH:28]=[C:27]([Cl:29])[CH:26]=[CH:25][C:24]=1[NH:30][C:31]1[CH:39]=[C:38]([C:40]([F:43])([F:42])[F:41])[C:34]([C:35](O)=[O:36])=[CH:33][N:32]=1. The catalyst is ClCCl. The product is [Cl:22][C:23]1[CH:28]=[C:27]([Cl:29])[CH:26]=[CH:25][C:24]=1[NH:30][C:31]1[CH:39]=[C:38]([C:40]([F:43])([F:41])[F:42])[C:34]([C:35]([NH:18][CH2:17][CH:14]2[CH2:15][CH2:16][O:11][CH2:12][CH2:13]2)=[O:36])=[CH:33][N:32]=1. The yield is 0.460.